Predict the product of the given reaction. From a dataset of Forward reaction prediction with 1.9M reactions from USPTO patents (1976-2016). (1) Given the reactants [S:1]1[CH:5]=[CH:4][C:3]([C:6]2[N:7]=[C:8]3[C:13]([C:14]([F:17])([F:16])[F:15])=[CH:12][CH:11]=[CH:10][N:9]3[CH:18]=2)=[CH:2]1.Br[C:20]1[CH:36]=[CH:35][C:23]([O:24][C:25]2[CH:30]=[CH:29][CH:28]=[C:27]([S:31]([CH3:34])(=[O:33])=[O:32])[CH:26]=2)=[CH:22][CH:21]=1, predict the reaction product. The product is: [CH3:34][S:31]([C:27]1[CH:26]=[C:25]([CH:30]=[CH:29][CH:28]=1)[O:24][C:23]1[CH:35]=[CH:36][C:20]([C:18]2[N:9]3[CH:10]=[CH:11][CH:12]=[C:13]([C:14]([F:17])([F:15])[F:16])[C:8]3=[N:7][C:6]=2[C:3]2[CH:4]=[CH:5][S:1][CH:2]=2)=[CH:21][CH:22]=1)(=[O:32])=[O:33]. (2) Given the reactants Cl[C:2]1[C:11]2[C:6](=[CH:7][CH:8]=[CH:9][CH:10]=2)[N:5]=[C:4]([CH3:12])[C:3]=1[C:13]([O:15]CC)=O.[C:18]1([NH:24][NH2:25])[CH:23]=[CH:22][CH:21]=[CH:20][CH:19]=1, predict the reaction product. The product is: [CH3:12][C:4]1[NH:5][C:6]2[CH:7]=[CH:8][CH:9]=[CH:10][C:11]=2[C:2]2[C:3]=1[C:13](=[O:15])[N:24]([C:18]1[CH:23]=[CH:22][CH:21]=[CH:20][CH:19]=1)[N:25]=2.